This data is from Forward reaction prediction with 1.9M reactions from USPTO patents (1976-2016). The task is: Predict the product of the given reaction. (1) Given the reactants [N:1]1[N:2]([C:10]2[C:15]([OH:16])=[CH:14][C:13]([OH:17])=[CH:12][CH:11]=2)[N:3]=[C:4]2[CH:9]=[CH:8][CH:7]=[CH:6][C:5]=12.C(=O)([O-])[O-].[Na+].[Na+].[CH2:24]([CH:26]([CH2:29][CH2:30][CH2:31][CH3:32])[CH2:27]Br)[CH3:25], predict the reaction product. The product is: [CH2:24]([CH:26]([CH2:29][CH2:30][CH2:31][CH3:32])[CH2:27][O:17][C:13]1[CH:12]=[CH:11][C:10]([N:2]2[N:3]=[C:4]3[CH:9]=[CH:8][CH:7]=[CH:6][C:5]3=[N:1]2)=[C:15]([OH:16])[CH:14]=1)[CH3:25]. (2) Given the reactants Cl.[F:2][C:3]1([C:12]2[CH:17]=[CH:16][CH:15]=[C:14]([O:18][C:19]([F:22])([F:21])[F:20])[CH:13]=2)[CH2:6][C:5]2([CH2:11][CH2:10][NH:9][CH2:8][CH2:7]2)[CH2:4]1.[C:23](=[O:26])(O)[O-].[Na+].ClC(OC1C=CC=CC=1[N+]([O-])=O)=O.[CH3:41][N:42]1[C:46]([NH2:47])=[N:45][N:44]=[N:43]1.[H-].[Na+], predict the reaction product. The product is: [F:2][C:3]1([C:12]2[CH:17]=[CH:16][CH:15]=[C:14]([O:18][C:19]([F:20])([F:21])[F:22])[CH:13]=2)[CH2:6][C:5]2([CH2:7][CH2:8][N:9]([C:23]([NH:47][C:46]3[N:42]([CH3:41])[N:43]=[N:44][N:45]=3)=[O:26])[CH2:10][CH2:11]2)[CH2:4]1. (3) Given the reactants NC1C=CC([C:8]2[C:13]([S:14]([NH2:17])(=[O:16])=[O:15])=[CH:12][CH:11]=[C:10]([NH2:18])[CH:9]=2)=CC=1.[CH2:19]1[C:27]2[C:22](=[CH:23][C:24]([N:28]=[C:29]=[O:30])=[CH:25][CH:26]=2)[CH2:21][CH2:20]1.[K+].[Br-].NC(N)=O, predict the reaction product. The product is: [CH2:19]1[C:27]2[C:22](=[CH:23][C:24]([NH:28][C:29]([NH:18][C:10]3[CH:9]=[CH:8][C:13]([S:14]([NH2:17])(=[O:15])=[O:16])=[CH:12][CH:11]=3)=[O:30])=[CH:25][CH:26]=2)[CH2:21][CH2:20]1. (4) Given the reactants CS(C)=O.[C:5](Cl)(C(Cl)=O)=O.C[C:12]1(C)[O:16][C@H:15]([CH2:17][OH:18])[C@H:14]([CH:19]=C)[O:13]1.CCN([CH2:27][CH3:28])CC.[Na+].[Cl-].Cl[Sn]Cl.[N+](=[CH:36][C:37]([O:39][CH2:40][CH3:41])=[O:38])=[N-], predict the reaction product. The product is: [CH3:5][C:27]([CH3:28])=[CH:19][C@@H:14]1[O:13][CH2:12][O:16][C@@H:15]1[C:17](=[O:18])[CH2:36][C:37]([O:39][CH2:40][CH3:41])=[O:38].